This data is from Catalyst prediction with 721,799 reactions and 888 catalyst types from USPTO. The task is: Predict which catalyst facilitates the given reaction. Reactant: Br[C:2]1[CH:22]=[CH:21][C:5]([C:6]([N:8]2[CH2:13][CH2:12][N:11]([C:14]([O:16][C:17]([CH3:20])([CH3:19])[CH3:18])=[O:15])[CH2:10][CH2:9]2)=[O:7])=[C:4]([F:23])[CH:3]=1.[Cl:24][C:25]1[CH:30]=[CH:29][C:28](B(O)O)=[C:27]([F:34])[CH:26]=1.C(=O)([O-])[O-].[Na+].[Na+].C(O)C. Product: [Cl:24][C:25]1[CH:30]=[CH:29][C:28]([C:2]2[CH:22]=[CH:21][C:5]([C:6]([N:8]3[CH2:13][CH2:12][N:11]([C:14]([O:16][C:17]([CH3:20])([CH3:19])[CH3:18])=[O:15])[CH2:10][CH2:9]3)=[O:7])=[C:4]([F:23])[CH:3]=2)=[C:27]([F:34])[CH:26]=1. The catalyst class is: 398.